Task: Predict the reactants needed to synthesize the given product.. Dataset: Full USPTO retrosynthesis dataset with 1.9M reactions from patents (1976-2016) (1) Given the product [Cl:12][C:7]1[N:8]=[N:9][CH:10]=[CH:11][C:6]=1[C:4]([OH:5])=[O:3], predict the reactants needed to synthesize it. The reactants are: C([O:3][C:4]([C:6]1[CH:11]=[CH:10][N:9]=[N:8][C:7]=1[Cl:12])=[O:5])C.[Li+].[OH-].Cl. (2) The reactants are: [O:1]=[C:2]1[O:6][CH2:5][N:4]([C:7]([O:9][CH2:10][CH:11]2[C:23]3[CH:22]=[CH:21][CH:20]=[CH:19][C:18]=3[C:17]3[C:12]2=[CH:13][CH:14]=[CH:15][CH:16]=3)=[O:8])[C@H:3]1[CH2:24][C:25]1[N:26]=[CH:27][S:28][CH:29]=1.FC(F)(F)C(O)=O.C([SiH](CC)CC)C. Given the product [CH:13]1[C:12]2[CH:11]([CH2:10][O:9][C:7]([N:4]([CH3:5])[C@@H:3]([CH2:24][C:25]3[N:26]=[CH:27][S:28][CH:29]=3)[C:2]([OH:6])=[O:1])=[O:8])[C:23]3[C:18](=[CH:19][CH:20]=[CH:21][CH:22]=3)[C:17]=2[CH:16]=[CH:15][CH:14]=1, predict the reactants needed to synthesize it. (3) The reactants are: Cl.[CH2:2]([N:5]1[C:13]2[N:12]=[C:11]([CH2:14][C:15]3[C:24]4[C:19](=[CH:20][C:21]([O:27][CH3:28])=[C:22]([O:25][CH3:26])[CH:23]=4)[CH:18]=[N:17][CH:16]=3)[NH:10][C:9]=2[C:8](=[O:29])[N:7]([CH3:30])[C:6]1=[O:31])[CH:3]=[CH2:4].C(N(C(C)C)CC)(C)C.[OH-:41].[Na+].OO. Given the product [CH3:26][O:25][C:22]1[CH:23]=[C:24]2[C:19](=[CH:20][C:21]=1[O:27][CH3:28])[CH:18]=[N:17][CH:16]=[C:15]2[CH2:14][C:11]1[NH:10][C:9]2[C:8](=[O:29])[N:7]([CH3:30])[C:6](=[O:31])[N:5]([CH2:2][CH2:3][CH2:4][OH:41])[C:13]=2[N:12]=1, predict the reactants needed to synthesize it. (4) The reactants are: [NH2:1][CH2:2][CH2:3][CH2:4][N:5]1[C:9]2[CH:10]=[CH:11][CH:12]=[CH:13][C:8]=2[N:7]=[C:6]1[CH2:14][N:15]([CH3:26])[CH:16]1[C:25]2[N:24]=[CH:23][CH:22]=[CH:21][C:20]=2[CH2:19][CH2:18][CH2:17]1.[CH:27](=O)[CH2:28][CH:29]([CH3:31])[CH3:30].[BH-](O[C:43]([CH3:45])=O)(OC(C)=O)OC(C)=O.[Na+].[CH3:47][C:48](O)=O.Cl[CH2:52]CCl. Given the product [CH3:30][CH:29]([CH3:31])[CH2:28][CH2:27][N:1]([CH2:47][CH2:48][CH:43]([CH3:45])[CH3:52])[CH2:2][CH2:3][CH2:4][N:5]1[C:9]2[CH:10]=[CH:11][CH:12]=[CH:13][C:8]=2[N:7]=[C:6]1[CH2:14][N:15]([CH3:26])[CH:16]1[C:25]2[N:24]=[CH:23][CH:22]=[CH:21][C:20]=2[CH2:19][CH2:18][CH2:17]1, predict the reactants needed to synthesize it. (5) The reactants are: [H-].[Na+].[Br:3][C:4]1[CH:9]=[CH:8][C:7]([CH2:10][CH2:11][OH:12])=[CH:6][CH:5]=1.[C:13]([C:15]1[CH:16]=[C:17]([NH:26][C:27](=O)[O:28]C2C=CC=CC=2)[CH:18]=[CH:19][C:20]=1[S:21]([CH2:24][CH3:25])(=[O:23])=[O:22])#[N:14]. Given the product [C:13]([C:15]1[CH:16]=[C:17]([NH:26][C:27](=[O:28])[O:12][CH2:11][CH2:10][C:7]2[CH:8]=[CH:9][C:4]([Br:3])=[CH:5][CH:6]=2)[CH:18]=[CH:19][C:20]=1[S:21]([CH2:24][CH3:25])(=[O:23])=[O:22])#[N:14], predict the reactants needed to synthesize it. (6) Given the product [CH3:12][NH:13][CH2:1][C:3]1[S:7][C:6]([C:8]([O:10][CH3:11])=[O:9])=[CH:5][CH:4]=1, predict the reactants needed to synthesize it. The reactants are: [CH:1]([C:3]1[S:7][C:6]([C:8]([O:10][CH3:11])=[O:9])=[CH:5][CH:4]=1)=O.[CH3:12][NH2:13].C(O[BH-](OC(=O)C)OC(=O)C)(=O)C.[Na+].[OH-].[Na+]. (7) Given the product [N:27]1[CH:28]=[CH:29][CH:30]=[CH:31][C:26]=1[NH:25][CH2:20][C:11]1[CH:10]=[C:9]2[C:14]([N:15]=[C:6]([NH:5][CH2:4][CH2:3][CH2:2][OH:1])[C:7]3[N:8]2[CH:22]=[CH:23][N:24]=3)=[CH:13][C:12]=1[C:16]([F:17])([F:18])[F:19], predict the reactants needed to synthesize it. The reactants are: [OH:1][CH2:2][CH2:3][CH2:4][NH:5][C:6]1[C:7]2[N:8]([CH:22]=[CH:23][N:24]=2)[C:9]2[C:14]([N:15]=1)=[CH:13][C:12]([C:16]([F:19])([F:18])[F:17])=[C:11]([CH:20]=O)[CH:10]=2.[NH2:25][C:26]1[CH:31]=[CH:30][CH:29]=[CH:28][N:27]=1.[BH4-].[Na+].